From a dataset of Forward reaction prediction with 1.9M reactions from USPTO patents (1976-2016). Predict the product of the given reaction. (1) Given the reactants [CH3:1]I.[NH:3]1[CH2:8][CH2:7][CH:6]([C:9]2[CH:17]=[CH:16][CH:15]=[C:14]3[C:10]=2[CH2:11][C:12](=[O:18])[NH:13]3)[CH2:5][CH2:4]1, predict the reaction product. The product is: [CH3:1][N:3]1[CH2:4][CH2:5][CH:6]([C:9]2[CH:17]=[CH:16][CH:15]=[C:14]3[C:10]=2[CH2:11][C:12](=[O:18])[NH:13]3)[CH2:7][CH2:8]1. (2) Given the reactants CO[C:3]1[CH:4]=[C:5]([N:11]2[CH2:16][CH2:15][NH:14][C@H:13]([CH3:17])[CH2:12]2)[CH:6]=[CH:7][C:8]=1[O:9][CH3:10].Br[C:19]1C=CC2OCCC=2C=1, predict the reaction product. The product is: [O:9]1[C:8]2[CH:7]=[CH:6][C:5]([N:11]3[CH2:16][CH2:15][NH:14][C@H:13]([CH3:17])[CH2:12]3)=[CH:4][C:3]=2[CH2:19][CH2:10]1. (3) Given the reactants C([O:5][C:6]([NH:8][NH:9][C:10](=[NH:20])[C:11]1[CH:16]=[CH:15][C:14]([N+:17]([O-:19])=[O:18])=[CH:13][CH:12]=1)=O)(C)(C)C, predict the reaction product. The product is: [N+:17]([C:14]1[CH:15]=[CH:16][C:11]([C:10]2[NH:9][NH:8][C:6](=[O:5])[N:20]=2)=[CH:12][CH:13]=1)([O-:19])=[O:18]. (4) Given the reactants [OH:1][C:2]1[CH:7]=[CH:6][C:5]([CH2:8][NH:9][C:10](=[O:18])[C:11]2[CH:16]=[CH:15][CH:14]=[N:13][C:12]=2[NH2:17])=[CH:4][CH:3]=1.CS(O[CH2:24][C:25]1[CH:30]=[CH:29][CH:28]=[C:27]([O:31][CH3:32])[C:26]=1[F:33])(=O)=O.C(=O)([O-])[O-].[Cs+].[Cs+].CN(C=O)C, predict the reaction product. The product is: [F:33][C:26]1[C:27]([O:31][CH3:32])=[CH:28][CH:29]=[CH:30][C:25]=1[CH2:24][O:1][C:2]1[CH:3]=[CH:4][C:5]([CH2:8][NH:9][C:10](=[O:18])[C:11]2[CH:16]=[CH:15][CH:14]=[N:13][C:12]=2[NH2:17])=[CH:6][CH:7]=1. (5) Given the reactants [C:1]([O:5][C:6](=[O:12])[NH:7][CH2:8][CH:9]1[CH2:11][CH2:10]1)([CH3:4])([CH3:3])[CH3:2].[H-].[Na+].I[CH3:16], predict the reaction product. The product is: [C:1]([O:5][C:6](=[O:12])[N:7]([CH2:8][CH:9]1[CH2:10][CH2:11]1)[CH3:16])([CH3:4])([CH3:2])[CH3:3].